Dataset: Forward reaction prediction with 1.9M reactions from USPTO patents (1976-2016). Task: Predict the product of the given reaction. (1) Given the reactants [CH3:1][C:2]1[CH:10]=[CH:9][CH:8]=[C:7]2[C:3]=1[CH:4]=[CH:5][NH:6]2.[Cl-].[CH3:12][C:13]1[CH:25]=[CH:24][CH:23]=[CH:22][C:14]=1[CH:15]=[N+:16]1[CH2:21][CH2:20][CH2:19][CH2:18][CH2:17]1, predict the reaction product. The product is: [CH3:1][C:2]1[CH:10]=[CH:9][CH:8]=[C:7]2[C:3]=1[C:4]([CH:15]([N:16]1[CH2:21][CH2:20][CH2:19][CH2:18][CH2:17]1)[C:14]1[CH:22]=[CH:23][CH:24]=[CH:25][C:13]=1[CH3:12])=[CH:5][NH:6]2. (2) Given the reactants C([N:8]1[C@@H:13]2[CH2:14][CH2:15][C@@:9]1([C:33]1[CH:38]=[CH:37][CH:36]=[CH:35][CH:34]=1)[C@H:10]([O:16][C:17](=O)[C:18]1[CH:23]=[C:22]([C:24]([F:27])([F:26])[F:25])[CH:21]=[C:20]([C:28]([F:31])([F:30])[F:29])[CH:19]=1)[CH2:11][CH2:12]2)C1C=CC=CC=1.[C:39]([O-])([O-])=O.[Na+].[Na+].CO.O.C(OCC)(=O)C, predict the reaction product. The product is: [F:29][C:28]([F:31])([F:30])[C:20]1[CH:19]=[C:18]([C@H:17]([O:16][C@@H:10]2[CH2:11][CH2:12][C@@H:13]3[NH:8][C@@:9]2([C:33]2[CH:34]=[CH:35][CH:36]=[CH:37][CH:38]=2)[CH2:15][CH2:14]3)[CH3:39])[CH:23]=[C:22]([C:24]([F:27])([F:25])[F:26])[CH:21]=1. (3) Given the reactants [BH4-].[Na+].[CH3:3][C@@H:4]([CH2:16][CH2:17][CH:18]=[C:19]([CH3:21])[CH3:20])[CH2:5][CH2:6][O:7][C:8]1[CH:13]=[CH:12][C:11]([C:14]#[N:15])=[CH:10][CH:9]=1, predict the reaction product. The product is: [CH3:3][C@@H:4]([CH2:16][CH2:17][CH:18]=[C:19]([CH3:20])[CH3:21])[CH2:5][CH2:6][O:7][C:8]1[CH:9]=[CH:10][C:11]([CH2:14][NH2:15])=[CH:12][CH:13]=1.